From a dataset of Catalyst prediction with 721,799 reactions and 888 catalyst types from USPTO. Predict which catalyst facilitates the given reaction. (1) Reactant: C(N(S(F)(F)[F:7])CC)C.[CH2:10]([N:12]1[C:16]([O:17][C:18]2[CH:23]=[CH:22][C:21]([CH2:24]O)=[CH:20][CH:19]=2)=[CH:15][C:14]([C:26]2[CH:27]=[C:28]([C:32]([NH:35][S:36]([CH2:39][C:40]([F:43])([F:42])[F:41])(=[O:38])=[O:37])([CH3:34])[CH3:33])[CH:29]=[CH:30][CH:31]=2)=[N:13]1)[CH3:11].C(=O)([O-])O.[Na+]. Product: [CH2:10]([N:12]1[C:16]([O:17][C:18]2[CH:19]=[CH:20][C:21]([CH2:24][F:7])=[CH:22][CH:23]=2)=[CH:15][C:14]([C:26]2[CH:27]=[C:28]([C:32]([NH:35][S:36]([CH2:39][C:40]([F:41])([F:43])[F:42])(=[O:38])=[O:37])([CH3:34])[CH3:33])[CH:29]=[CH:30][CH:31]=2)=[N:13]1)[CH3:11]. The catalyst class is: 4. (2) Reactant: [O:1]1[CH2:5][CH2:4][NH:3][C:2]1=[O:6].[H-].[Na+].[Br:9][C:10]1[CH:11]=[C:12]([CH3:32])[C:13]([N:16]2[CH2:21][CH2:20][N:19]([C:22]([C:24]3[CH:25]=[N:26][C:27](F)=[CH:28][C:29]=3[CH3:30])=[O:23])[CH2:18][CH2:17]2)=[N:14][CH:15]=1.O. Product: [Br:9][C:10]1[CH:11]=[C:12]([CH3:32])[C:13]([N:16]2[CH2:17][CH2:18][N:19]([C:22]([C:24]3[C:29]([CH3:30])=[CH:28][C:27]([N:3]4[CH2:4][CH2:5][O:1][C:2]4=[O:6])=[N:26][CH:25]=3)=[O:23])[CH2:20][CH2:21]2)=[N:14][CH:15]=1. The catalyst class is: 3.